From a dataset of NCI-60 drug combinations with 297,098 pairs across 59 cell lines. Regression. Given two drug SMILES strings and cell line genomic features, predict the synergy score measuring deviation from expected non-interaction effect. Drug 1: C1=C(C(=O)NC(=O)N1)F. Drug 2: CCC1(C2=C(COC1=O)C(=O)N3CC4=CC5=C(C=CC(=C5CN(C)C)O)N=C4C3=C2)O.Cl. Cell line: UO-31. Synergy scores: CSS=28.2, Synergy_ZIP=-7.75, Synergy_Bliss=-7.87, Synergy_Loewe=-4.67, Synergy_HSA=-3.38.